Dataset: Forward reaction prediction with 1.9M reactions from USPTO patents (1976-2016). Task: Predict the product of the given reaction. (1) Given the reactants [CH3:1][N:2]([CH3:19])[C:3](=[O:18])[C@H:4]([O:6][C:7]1[CH:16]=[CH:15][CH:14]=[C:13]2[C:8]=1[C:9](=O)[NH:10][CH:11]=[N:12]2)[CH3:5].[NH2:20][C:21]1[CH:22]=[C:23]2[C:27](=[CH:28][CH:29]=1)[N:26]([CH2:30][C:31]1[CH:38]=[CH:37][CH:36]=[CH:35][C:32]=1[C:33]#[N:34])[CH:25]=[CH:24]2, predict the reaction product. The product is: [C:33]([C:32]1[CH:35]=[CH:36][CH:37]=[CH:38][C:31]=1[CH2:30][N:26]1[C:27]2[C:23](=[CH:22][C:21]([NH:20][C:9]3[C:8]4[C:13](=[CH:14][CH:15]=[CH:16][C:7]=4[O:6][C@H:4]([CH3:5])[C:3]([N:2]([CH3:19])[CH3:1])=[O:18])[N:12]=[CH:11][N:10]=3)=[CH:29][CH:28]=2)[CH:24]=[CH:25]1)#[N:34]. (2) Given the reactants [F:1][C:2]([F:18])([F:17])[C:3]1[CH:4]=[C:5]([C@H:13]([NH:15][CH3:16])[CH3:14])[CH:6]=[C:7]([C:9]([F:12])([F:11])[F:10])[CH:8]=1.C(N(CC)CC)C.[C:26](Cl)(Cl)=[O:27].[CH2:30]([N:37]1[CH2:41][CH:40]2[CH2:42][NH:43][CH:44]([C:45]3[CH:50]=[CH:49][C:48]([F:51])=[CH:47][C:46]=3[CH3:52])[CH:39]2[CH2:38]1)[C:31]1[CH:36]=[CH:35][CH:34]=[CH:33][CH:32]=1, predict the reaction product. The product is: [F:1][C:2]([F:17])([F:18])[C:3]1[CH:4]=[C:5]([CH:13]([N:15]([CH3:16])[C:26]([N:43]2[CH2:42][CH:40]3[CH:39]([CH2:38][N:37]([CH2:30][C:31]4[CH:32]=[CH:33][CH:34]=[CH:35][CH:36]=4)[CH2:41]3)[CH:44]2[C:45]2[CH:50]=[CH:49][C:48]([F:51])=[CH:47][C:46]=2[CH3:52])=[O:27])[CH3:14])[CH:6]=[C:7]([C:9]([F:10])([F:11])[F:12])[CH:8]=1. (3) Given the reactants I[C:2]1[CH:3]=[C:4]([CH:9]=[CH:10][CH:11]=1)[C:5]([O:7]C)=O.IC1C=C(C=C[C:22]=1[CH3:23])C(OC)=O.[ClH:24].[C:25](=[NH:28])([NH2:27])[CH3:26].Cl.COCC(=N)N.Cl.[NH:37]1[CH2:40][CH:39]([C:41]2[CH:48]=[CH:47][C:44]([C:45]#[N:46])=[CH:43][CH:42]=2)[CH2:38]1.Cl.N1CCC(C2C=CC(C#N)=CC=2)CC1, predict the reaction product. The product is: [Cl:24][C:22]1[N:28]=[C:25]([CH3:26])[NH:27][C:23]=1[C:2]1[CH:3]=[C:4]([CH:9]=[CH:10][CH:11]=1)[C:5]([N:37]1[CH2:40][CH:39]([C:41]2[CH:48]=[CH:47][C:44]([C:45]#[N:46])=[CH:43][CH:42]=2)[CH2:38]1)=[O:7]. (4) The product is: [Cl:68][C:67]1[CH:66]=[CH:65][CH:64]=[C:63]([Cl:69])[C:62]=1[N:59]1[C:55]2[N:56]=[CH:57][N:58]=[C:53]([O:52][C@@H:41]([CH2:40][O:39][CH2:38][CH2:37][OH:36])[C:42]([NH:44][C:45]3[CH:50]=[CH:49][C:48]([F:51])=[CH:47][N:46]=3)=[O:43])[C:54]=2[CH:61]=[N:60]1. Given the reactants [F-].C([N+](CCCC)(CCCC)CCCC)CCC.[Si]([O:36][CH2:37][CH2:38][O:39][CH2:40][C@H:41]([O:52][C:53]1[N:58]=[CH:57][N:56]=[C:55]2[N:59]([C:62]3[C:67]([Cl:68])=[CH:66][CH:65]=[CH:64][C:63]=3[Cl:69])[N:60]=[CH:61][C:54]=12)[C:42]([NH:44][C:45]1[CH:50]=[CH:49][C:48]([F:51])=[CH:47][N:46]=1)=[O:43])(C(C)(C)C)(C1C=CC=CC=1)C1C=CC=CC=1, predict the reaction product. (5) Given the reactants Br[C:2]1[CH:7]=[C:6]([N+]([O-])=O)[CH:5]=[C:4](Br)[C:3]=1O.[C:13]1(B(O)O)[CH:18]=[CH:17][CH:16]=[CH:15][CH:14]=1.C(=O)([O-])[O-].[K+].[K+].Br[C:29]1[CH:34]=[C:33]([Cl:35])[CH:32]=[C:31](Br)[C:30]=1[N:37]1[C:41]([CH3:42])=[CH:40][CH:39]=[C:38]1[CH3:43], predict the reaction product. The product is: [C:13]1([C:29]2[CH:34]=[C:33]([Cl:35])[CH:32]=[C:31]([C:2]3[CH:7]=[CH:6][CH:5]=[CH:4][CH:3]=3)[C:30]=2[N:37]2[C:41]([CH3:42])=[CH:40][CH:39]=[C:38]2[CH3:43])[CH:18]=[CH:17][CH:16]=[CH:15][CH:14]=1. (6) Given the reactants [NH2:1][CH2:2][CH2:3][CH2:4][CH2:5][C:6]1[CH:11]=[CH:10][C:9]([CH2:12][CH2:13][CH2:14][C@@H:15]([NH:19][C:20]([O:22][C:23]([CH3:26])([CH3:25])[CH3:24])=[O:21])[C:16]([OH:18])=[O:17])=[CH:8][CH:7]=1.C(N(C(C)C)CC)(C)C.I.[NH2:37][C:38]1[C:39]([C:46]([NH:48][C:49](=[NH:52])SC)=[O:47])=[N:40][C:41]([Cl:45])=[C:42]([NH2:44])[N:43]=1, predict the reaction product. The product is: [C:23]([O:22][C:20]([NH:19][C@H:15]([CH2:14][CH2:13][CH2:12][C:9]1[CH:10]=[CH:11][C:6]([CH2:5][CH2:4][CH2:3][CH2:2][NH:1][C:49]([NH2:52])=[N:48][C:46]([C:39]2[C:38]([NH2:37])=[N:43][C:42]([NH2:44])=[C:41]([Cl:45])[N:40]=2)=[O:47])=[CH:7][CH:8]=1)[C:16]([OH:18])=[O:17])=[O:21])([CH3:26])([CH3:25])[CH3:24]. (7) Given the reactants Cl[C:2]1[C:7]([C:8]([F:11])([F:10])[F:9])=[CH:6][N:5]=[C:4]([NH:12][C:13]2[CH:18]=[CH:17][C:16]([CH:19]3[CH2:24][CH2:23][N:22](C(OC(C)(C)C)=O)[CH2:21][CH2:20]3)=[CH:15][C:14]=2[O:32][CH3:33])[N:3]=1.[C:34]([C:36]1[CH:37]=[C:38]([CH:42]=[CH:43][CH:44]=1)[C:39]([NH2:41])=[O:40])#[CH:35].C1(P(C2C=CC=CC=2)C2C=CC=CC=2)C=CC=CC=1.C(N(CC)CC)C, predict the reaction product. The product is: [CH3:33][O:32][C:14]1[CH:15]=[C:16]([CH:19]2[CH2:24][CH2:23][NH:22][CH2:21][CH2:20]2)[CH:17]=[CH:18][C:13]=1[NH:12][C:4]1[N:3]=[C:2]([CH2:35][CH2:34][C:36]2[CH:37]=[C:38]([CH:42]=[CH:43][CH:44]=2)[C:39]([NH2:41])=[O:40])[C:7]([C:8]([F:10])([F:11])[F:9])=[CH:6][N:5]=1. (8) The product is: [C:7]([O:11][C:12]([NH:14][N:15]=[C:1]1[CH2:5][CH2:4][CH2:3][CH2:2]1)=[O:13])([CH3:10])([CH3:9])[CH3:8]. Given the reactants [C:1]1(=O)[CH2:5][CH2:4][CH2:3][CH2:2]1.[C:7]([O:11][C:12]([NH:14][NH2:15])=[O:13])([CH3:10])([CH3:9])[CH3:8], predict the reaction product.